This data is from Full USPTO retrosynthesis dataset with 1.9M reactions from patents (1976-2016). The task is: Predict the reactants needed to synthesize the given product. (1) Given the product [ClH:1].[ClH:1].[ClH:1].[NH:9]1[CH2:14][CH2:13][CH:12]([CH2:15][CH:16]([CH2:31][N:32]([CH3:34])[CH3:33])[CH2:17][CH:18]2[CH2:19][CH2:20][NH:21][CH2:22][CH2:23]2)[CH2:11][CH2:10]1, predict the reactants needed to synthesize it. The reactants are: [ClH:1].C(OC([N:9]1[CH2:14][CH2:13][CH:12]([CH2:15][CH:16]([CH2:31][N:32]([CH3:34])[CH3:33])[CH2:17][CH:18]2[CH2:23][CH2:22][N:21](C(OC(C)(C)C)=O)[CH2:20][CH2:19]2)[CH2:11][CH2:10]1)=O)(C)(C)C. (2) Given the product [CH:1]1([N:5]2[CH2:6][CH2:7][C:8]3[CH:15]=[CH:14][C:13]([O:16][C:25]4[CH:24]=[CH:23][C:20]([C:21]#[N:22])=[CH:19][C:18]=4[F:17])=[CH:12][C:9]=3[CH2:10][CH2:11]2)[CH2:4][CH2:3][CH2:2]1, predict the reactants needed to synthesize it. The reactants are: [CH:1]1([N:5]2[CH2:11][CH2:10][C:9]3[CH:12]=[C:13]([OH:16])[CH:14]=[CH:15][C:8]=3[CH2:7][CH2:6]2)[CH2:4][CH2:3][CH2:2]1.[F:17][C:18]1[CH:19]=[C:20]([CH:23]=[CH:24][C:25]=1F)[C:21]#[N:22].C(=O)([O-])[O-].[K+].[K+]. (3) Given the product [I:1][C:2]1[CH:11]=[C:10]2[C:5]([CH2:6][CH2:7][C:8](=[O:12])[N:9]2[CH2:16][C:15]([O:14][CH3:13])=[O:18])=[CH:4][CH:3]=1, predict the reactants needed to synthesize it. The reactants are: [I:1][C:2]1[CH:11]=[C:10]2[C:5]([CH2:6][CH2:7][C:8](=[O:12])[NH:9]2)=[CH:4][CH:3]=1.[CH3:13][O:14][C:15](=[O:18])[CH2:16]Br.CI.